Dataset: Catalyst prediction with 721,799 reactions and 888 catalyst types from USPTO. Task: Predict which catalyst facilitates the given reaction. (1) Reactant: [Cl:1][C:2]1[NH:6][N:5]=[CH:4][CH:3]=1.[C:7]1([S:13](Cl)(=[O:15])=[O:14])[CH:12]=[CH:11][CH:10]=[CH:9][CH:8]=1.C(N(CC)CC)C. Product: [C:7]1([S:13]([N:5]2[CH:4]=[CH:3][C:2]([Cl:1])=[N:6]2)(=[O:15])=[O:14])[CH:12]=[CH:11][CH:10]=[CH:9][CH:8]=1. The catalyst class is: 10. (2) Product: [F:3][C:4]1[C:12]2[O:11][C:10](=[O:13])[N:9]([CH2:15][C:16]([NH2:18])=[O:17])[C:8]=2[CH:7]=[CH:6][CH:5]=1. The catalyst class is: 3. Reactant: [H-].[Na+].[F:3][C:4]1[C:12]2[O:11][C:10](=[O:13])[NH:9][C:8]=2[CH:7]=[CH:6][CH:5]=1.Br[CH2:15][C:16]([NH2:18])=[O:17]. (3) Reactant: [CH2:1]([C:8]1[CH:9]=[CH:10][C:11]([OH:14])=[N:12][CH:13]=1)[C:2]1[CH:7]=[CH:6][CH:5]=[CH:4][CH:3]=1.C(O)(C(F)(F)F)=O.[I:22]N1C(=O)CCC1=O.[NH4+].[OH-]. Product: [CH2:1]([C:8]1[CH:9]=[C:10]([I:22])[C:11]([OH:14])=[N:12][CH:13]=1)[C:2]1[CH:3]=[CH:4][CH:5]=[CH:6][CH:7]=1. The catalyst class is: 52.